Predict which catalyst facilitates the given reaction. From a dataset of Catalyst prediction with 721,799 reactions and 888 catalyst types from USPTO. (1) Reactant: [CH2:1]([NH2:4])[CH2:2][NH2:3].Br[CH:6]([CH2:9][CH2:10][CH2:11][CH3:12])[CH:7]=O. Product: [CH2:9]([CH:6]1[NH:4][CH2:1][CH2:2][N:3]=[CH:7]1)[CH2:10][CH2:11][CH3:12]. The catalyst class is: 93. (2) Product: [OH:28][NH:30][C:23]([C:21]1[CH:20]=[CH:19][C:17]2[CH2:18][N:12]([C:10]([NH:9][C:6]3[CH:5]=[CH:4][C:3]([O:2][CH3:1])=[CH:8][CH:7]=3)=[O:11])[C@@H:13]([CH3:27])[CH2:14][O:15][C:16]=2[CH:22]=1)=[O:25]. The catalyst class is: 36. Reactant: [CH3:1][O:2][C:3]1[CH:8]=[CH:7][C:6]([NH:9][C:10]([N:12]2[CH2:18][C:17]3[CH:19]=[CH:20][C:21]([C:23]([O:25]C)=O)=[CH:22][C:16]=3[O:15][CH2:14][C@@H:13]2[CH3:27])=[O:11])=[CH:5][CH:4]=1.[OH-:28].[Na+].[NH2:30]O.